Predict which catalyst facilitates the given reaction. From a dataset of Catalyst prediction with 721,799 reactions and 888 catalyst types from USPTO. (1) Reactant: [OH:1][C:2]1[CH:3]=[C:4]([CH:7]=[CH:8][C:9]=1[OH:10])[CH:5]=[O:6].[CH:11]1(Br)[CH2:15][CH2:14][CH2:13][CH2:12]1.C(=O)([O-])[O-].[K+].[K+]. Product: [CH:11]1([O:10][C:9]2[CH:8]=[CH:7][C:4]([CH:5]=[O:6])=[CH:3][C:2]=2[OH:1])[CH2:15][CH2:14][CH2:13][CH2:12]1. The catalyst class is: 3. (2) Reactant: [N+:1]([C:4]1[CH:21]=[CH:20][C:7]2[N:8]=[C:9]([C:11]3[CH:16]=[CH:15][CH:14]=[C:13]([N+:17]([O-])=O)[CH:12]=3)[O:10][C:6]=2[CH:5]=1)([O-])=O.[H][H]. Product: [NH2:17][C:13]1[CH:12]=[C:11]([C:9]2[O:10][C:6]3[CH:5]=[C:4]([NH2:1])[CH:21]=[CH:20][C:7]=3[N:8]=2)[CH:16]=[CH:15][CH:14]=1. The catalyst class is: 285. (3) Reactant: C[O:2][C:3]([C@@H:5]1[CH2:9][C@@H:8]([S:10]([C:13]2[CH:18]=[CH:17][C:16]([F:19])=[CH:15][C:14]=2[C:20]([F:23])([F:22])[F:21])(=[O:12])=[O:11])[CH2:7][N:6]1[C:24]1[N:25]([CH:30]2[CH2:35][CH2:34][O:33][CH2:32][CH2:31]2)[N:26]=[C:27]([CH3:29])[CH:28]=1)=[O:4].[OH-].[Li+]. Product: [F:19][C:16]1[CH:17]=[CH:18][C:13]([S:10]([C@H:8]2[CH2:7][N:6]([C:24]3[N:25]([CH:30]4[CH2:31][CH2:32][O:33][CH2:34][CH2:35]4)[N:26]=[C:27]([CH3:29])[CH:28]=3)[C@H:5]([C:3]([OH:4])=[O:2])[CH2:9]2)(=[O:11])=[O:12])=[C:14]([C:20]([F:22])([F:21])[F:23])[CH:15]=1. The catalyst class is: 5. (4) Reactant: C[O:2][C:3](=[O:31])[C:4]1[CH:9]=[CH:8][CH:7]=[C:6]([O:10][CH:11]2[CH2:16][CH2:15][CH:14]([CH3:17])[N:13]([C:18](=[O:30])[C:19]3[CH:24]=[CH:23][CH:22]=[CH:21][C:20]=3[N:25]3[N:29]=[CH:28][CH:27]=[N:26]3)[CH2:12]2)[CH:5]=1.[Li+].[OH-].O. Product: [CH3:17][CH:14]1[N:13]([C:18](=[O:30])[C:19]2[CH:24]=[CH:23][CH:22]=[CH:21][C:20]=2[N:25]2[N:29]=[CH:28][CH:27]=[N:26]2)[CH2:12][CH:11]([O:10][C:6]2[CH:5]=[C:4]([CH:9]=[CH:8][CH:7]=2)[C:3]([OH:31])=[O:2])[CH2:16][CH2:15]1. The catalyst class is: 24. (5) Reactant: [C:1]1([CH2:7][N:8]2[CH2:13][CH2:12][CH:11]([NH2:14])[CH2:10][CH2:9]2)[CH:6]=[CH:5][CH:4]=[CH:3][CH:2]=1.ClC(Cl)(O[C:19](=[O:25])OC(Cl)(Cl)Cl)Cl.[CH:27]([NH:29][NH2:30])=[O:28]. Product: [CH:27]([NH:29][NH:30][C:19]([NH:14][CH:11]1[CH2:12][CH2:13][N:8]([CH2:7][C:1]2[CH:2]=[CH:3][CH:4]=[CH:5][CH:6]=2)[CH2:9][CH2:10]1)=[O:25])=[O:28]. The catalyst class is: 236. (6) Reactant: [OH:1][C:2]1[C:10]([CH:11]([CH3:13])[CH3:12])=[CH:9][C:5](C(O)=O)=[CH:4][C:3]=1[CH:14]([CH3:16])[CH3:15].[OH-].[Na+].Cl. Product: [CH:11]([C:10]1[CH:9]=[CH:5][CH:4]=[C:3]([CH:14]([CH3:16])[CH3:15])[C:2]=1[OH:1])([CH3:13])[CH3:12]. The catalyst class is: 746. (7) Reactant: [Cl:1][C:2]1[CH:13]=[C:12]([C:14]2[N:18]=[C:17]([C:19]3[N:20]=[C:21]4[C:26]([Cl:27])=[CH:25][C:24]([C:28]([F:31])([F:30])[F:29])=[CH:23][N:22]4[CH:32]=3)[O:16][N:15]=2)[C:11]([Cl:33])=[CH:10][C:3]=1[O:4][CH2:5][CH:6]([OH:9])[CH2:7][OH:8].N1C=CN=C1.[CH3:39][C:40]([Si:43](Cl)([CH3:45])[CH3:44])([CH3:42])[CH3:41].O. Product: [Si:43]([O:8][CH2:7][CH:6]([OH:9])[CH2:5][O:4][C:3]1[CH:10]=[C:11]([Cl:33])[C:12]([C:14]2[N:18]=[C:17]([C:19]3[N:20]=[C:21]4[C:26]([Cl:27])=[CH:25][C:24]([C:28]([F:31])([F:29])[F:30])=[CH:23][N:22]4[CH:32]=3)[O:16][N:15]=2)=[CH:13][C:2]=1[Cl:1])([C:40]([CH3:42])([CH3:41])[CH3:39])([CH3:45])[CH3:44]. The catalyst class is: 79.